The task is: Predict the reaction yield, written as a fraction of the theoretical maximum amount of product (1.0 means a 100% yield; for example, 0.34 means a 34% yield).. This data is from Reaction yield outcomes from USPTO patents with 853,638 reactions. (1) The product is [CH2:19]([O:26][C:12]1[CH:13]=[C:8]([F:7])[C:9]([N+:16]([O-:18])=[O:17])=[CH:10][C:11]=1[F:15])[C:20]1[CH:25]=[CH:24][CH:23]=[CH:22][CH:21]=1. The reactants are C(=O)([O-])[O-].[K+].[K+].[F:7][C:8]1[CH:13]=[C:12](F)[C:11]([F:15])=[CH:10][C:9]=1[N+:16]([O-:18])=[O:17].[CH2:19]([OH:26])[C:20]1[CH:25]=[CH:24][CH:23]=[CH:22][CH:21]=1.O. The catalyst is CN(C)C=O. The yield is 0.810. (2) The reactants are [C:1]([O:5][C:6]([N:8]1[CH2:13][C@@H:12]2[CH2:14][C@H:9]1[CH2:10][NH:11]2)=[O:7])([CH3:4])([CH3:3])[CH3:2].C(O[C:18]1(O[Si](C)(C)C)[CH2:20][CH2:19]1)C.C(O)(=O)C.C([BH3-])#N.[Na+].C(=O)([O-])O.[Na+]. The catalyst is CO. The product is [C:1]([O:5][C:6]([N:8]1[CH2:13][C@@H:12]2[CH2:14][C@H:9]1[CH2:10][N:11]2[CH:18]1[CH2:20][CH2:19]1)=[O:7])([CH3:4])([CH3:2])[CH3:3]. The yield is 1.00. (3) The reactants are [C:1]([C:3]1[CH:8]=[CH:7][CH:6]=[CH:5][C:4]=1[C:9]1[CH:14]=[CH:13][C:12]([CH2:15][N:16]2[C:21]3[S:22][C:23]([CH2:25][CH3:26])=[CH:24][C:20]=3[C:19](=[O:27])[N:18]([CH:28]([CH3:33])[C:29](OC)=[O:30])[C:17]2=[O:34])=[CH:11][CH:10]=1)#[N:2].CN1CCOCC1.C(Cl)(=O)OCC.[BH4-].[Na+]. The catalyst is CO.O1CCCC1. The product is [CH2:25]([C:23]1[S:22][C:21]2[N:16]([CH2:15][C:12]3[CH:13]=[CH:14][C:9]([C:4]4[C:3]([C:1]#[N:2])=[CH:8][CH:7]=[CH:6][CH:5]=4)=[CH:10][CH:11]=3)[C:17](=[O:34])[N:18]([CH:28]([CH3:33])[CH2:29][OH:30])[C:19](=[O:27])[C:20]=2[CH:24]=1)[CH3:26]. The yield is 0.690. (4) The reactants are [OH:1][C:2]1[CH:3]=[C:4]([S:8][C:9]([CH3:15])([CH3:14])[C:10]([O:12][CH3:13])=[O:11])[CH:5]=[CH:6][CH:7]=1.CC(OC(/N=N/C(O[CH:27]([CH3:29])[CH3:28])=O)=O)C.[Cl:30][C:31]1[CH2:36][C:35]([Cl:40])(OCC)C=[CH:33][C:32]=1O.C1(P(C2C=CC=CC=2)C2C=CC=CC=2)C=CC=CC=1. The catalyst is C1COCC1. The product is [Cl:40][C:35]1[CH:36]=[C:31]([Cl:30])[CH:32]=[CH:33][C:29]=1[CH2:27][CH2:28][O:1][C:2]1[CH:3]=[C:4]([S:8][C:9]([CH3:15])([CH3:14])[C:10]([O:12][CH3:13])=[O:11])[CH:5]=[CH:6][CH:7]=1. The yield is 0.660. (5) The reactants are [C:1]([N:5]1[C:9]([NH2:10])=[CH:8][C:7]([CH:11]2[CH2:14][CH2:13][CH2:12]2)=[N:6]1)([CH3:4])([CH3:3])[CH3:2].[C:15](OC)(=[O:20])[CH2:16][C:17]([CH3:19])=O. The catalyst is CC(O)=O. The product is [C:1]([N:5]1[C:9]2[NH:10][C:15](=[O:20])[CH:16]=[C:17]([CH3:19])[C:8]=2[C:7]([CH:11]2[CH2:14][CH2:13][CH2:12]2)=[N:6]1)([CH3:4])([CH3:2])[CH3:3]. The yield is 0.520.